This data is from Reaction yield outcomes from USPTO patents with 853,638 reactions. The task is: Predict the reaction yield, written as a fraction of the theoretical maximum amount of product (1.0 means a 100% yield; for example, 0.34 means a 34% yield). (1) The reactants are Br[C:2]1[C:11]2[C:6](=[CH:7][CH:8]=[CH:9][CH:10]=2)[C:5](=[O:12])[O:4][C:3]=1[CH:13]([OH:15])[CH3:14].[CH3:16][C:17]1[CH:22]=[C:21](B(O)O)[CH:20]=[CH:19][N:18]=1.C([O-])([O-])=O.[Cs+].[Cs+]. The catalyst is C1C=CC([P]([Pd]([P](C2C=CC=CC=2)(C2C=CC=CC=2)C2C=CC=CC=2)([P](C2C=CC=CC=2)(C2C=CC=CC=2)C2C=CC=CC=2)[P](C2C=CC=CC=2)(C2C=CC=CC=2)C2C=CC=CC=2)(C2C=CC=CC=2)C2C=CC=CC=2)=CC=1. The product is [OH:15][CH:13]([C:3]1[O:4][C:5](=[O:12])[C:6]2[C:11]([C:2]=1[C:21]1[CH:20]=[CH:19][N:18]=[C:17]([CH3:16])[CH:22]=1)=[CH:10][CH:9]=[CH:8][CH:7]=2)[CH3:14]. The yield is 0.480. (2) The reactants are CC([O:4][C:5]1[CH:10]=[CH:9][C:8]([N:11]2[C:16](=[O:17])[C:15]([CH2:18][C:19]3[CH:24]=[CH:23][C:22]([C:25]4[C:26]([C:31]#[N:32])=[CH:27][CH:28]=[CH:29][CH:30]=4)=[CH:21][CH:20]=3)=[C:14]([CH2:33][CH2:34][CH3:35])[N:13]3[N:36]=[CH:37][N:38]=[C:12]23)=[CH:7][CH:6]=1)C. The catalyst is Br.C(O)(=O)C. The product is [OH:4][C:5]1[CH:10]=[CH:9][C:8]([N:11]2[C:16](=[O:17])[C:15]([CH2:18][C:19]3[CH:24]=[CH:23][C:22]([C:25]4[C:26]([C:31]#[N:32])=[CH:27][CH:28]=[CH:29][CH:30]=4)=[CH:21][CH:20]=3)=[C:14]([CH2:33][CH2:34][CH3:35])[N:13]3[N:36]=[CH:37][N:38]=[C:12]23)=[CH:7][CH:6]=1. The yield is 0.730.